Predict the reactants needed to synthesize the given product. From a dataset of Full USPTO retrosynthesis dataset with 1.9M reactions from patents (1976-2016). (1) Given the product [CH:25]([C:24]1[CH:27]=[CH:28][C:29]([O:1][CH2:2][CH2:3][N:4]([CH2:17][C:18]([F:19])([F:20])[F:21])[C:5]2[CH:12]=[CH:11][C:8]([C:9]#[N:10])=[C:7]([C:13]([F:15])([F:16])[F:14])[CH:6]=2)=[CH:30][CH:23]=1)=[O:26], predict the reactants needed to synthesize it. The reactants are: [OH:1][CH2:2][CH2:3][N:4]([CH2:17][C:18]([F:21])([F:20])[F:19])[C:5]1[CH:12]=[CH:11][C:8]([C:9]#[N:10])=[C:7]([C:13]([F:16])([F:15])[F:14])[CH:6]=1.C[C:23]1[CH:30]=[C:29](O)[CH:28]=[CH:27][C:24]=1[CH:25]=[O:26]. (2) Given the product [Cl:1][C:2]1[CH:7]=[CH:6][C:5]([C:8]2[CH:13]=[C:12]([C:14]([F:17])([F:16])[F:15])[N:11]3[N:18]=[CH:19][C:20]([C:21]4[O:22][N:33]=[C:31]([C:29]5[CH:28]=[CH:27][N:26]=[C:25]([NH2:24])[CH:30]=5)[N:32]=4)=[C:10]3[N:9]=2)=[CH:4][CH:3]=1, predict the reactants needed to synthesize it. The reactants are: [Cl:1][C:2]1[CH:7]=[CH:6][C:5]([C:8]2[CH:13]=[C:12]([C:14]([F:17])([F:16])[F:15])[N:11]3[N:18]=[CH:19][C:20]([C:21](O)=[O:22])=[C:10]3[N:9]=2)=[CH:4][CH:3]=1.[NH2:24][C:25]1[CH:30]=[C:29]([C:31]([NH:33]O)=[NH:32])[CH:28]=[CH:27][N:26]=1. (3) The reactants are: [C:1]([O:5][C@@H:6]([C:11]1[C:26]([CH3:27])=[CH:25][C:14]2[N:15]=[C:16]([C:18]3[CH:23]=[CH:22][N:21]=[C:20](Cl)[N:19]=3)[S:17][C:13]=2[C:12]=1[C:28]1[CH:33]=[CH:32][C:31]([Cl:34])=[CH:30][CH:29]=1)[C:7]([O:9][CH3:10])=[O:8])([CH3:4])([CH3:3])[CH3:2].[CH3:35][N:36]([CH3:42])[C@H:37]1[CH2:41][CH2:40][NH:39][CH2:38]1. Given the product [C:1]([O:5][C@@H:6]([C:11]1[C:26]([CH3:27])=[CH:25][C:14]2[N:15]=[C:16]([C:18]3[CH:23]=[CH:22][N:21]=[C:20]([N:39]4[CH2:40][CH2:41][C@H:37]([N:36]([CH3:42])[CH3:35])[CH2:38]4)[N:19]=3)[S:17][C:13]=2[C:12]=1[C:28]1[CH:29]=[CH:30][C:31]([Cl:34])=[CH:32][CH:33]=1)[C:7]([O:9][CH3:10])=[O:8])([CH3:3])([CH3:4])[CH3:2], predict the reactants needed to synthesize it. (4) Given the product [C:27]([C:26]1[O:31][C:22]([C:21]2[CH:20]=[N:19][N:16]3[CH:17]=[CH:18][C:13]([N:9]4[CH2:10][CH2:11][CH2:12][CH:8]4[C:4]4[CH:5]=[N:6][CH:7]=[C:2]([F:1])[CH:3]=4)=[N:14][C:15]=23)=[N:24][N:25]=1)([CH3:30])([CH3:28])[CH3:29], predict the reactants needed to synthesize it. The reactants are: [F:1][C:2]1[CH:3]=[C:4]([CH:8]2[CH2:12][CH2:11][CH2:10][N:9]2[C:13]2[CH:18]=[CH:17][N:16]3[N:19]=[CH:20][C:21]([C:22]([NH:24][NH:25][C:26](=[O:31])[C:27]([CH3:30])([CH3:29])[CH3:28])=O)=[C:15]3[N:14]=2)[CH:5]=[N:6][CH:7]=1.O=P(Cl)(Cl)Cl. (5) Given the product [NH2:11][C@H:12]([CH2:16][OH:17])[CH:13]([CH3:15])[CH3:14].[C:1](=[O:3])=[O:2], predict the reactants needed to synthesize it. The reactants are: [C:1]([NH:11][C@H:12]([CH2:16][OH:17])[CH:13]([CH3:15])[CH3:14])([O:3]CC1C=CC=CC=1)=[O:2].[H][H]. (6) Given the product [F:13][C:9]1[C:8]([F:14])=[C:7]2[C:12]([C:3]([CH2:2][N:24]3[C:25]4[CH:31]=[CH:30][CH:29]=[CH:28][C:26]=4[N:27]=[C:23]3[N:18]3[CH2:19][CH2:20][CH2:21][CH2:22][CH:17]3[CH3:16])=[CH:4][C:5](=[O:15])[NH:6]2)=[CH:11][CH:10]=1, predict the reactants needed to synthesize it. The reactants are: Br[CH2:2][C:3]1[C:12]2[C:7](=[C:8]([F:14])[C:9]([F:13])=[CH:10][CH:11]=2)[NH:6][C:5](=[O:15])[CH:4]=1.[CH3:16][CH:17]1[CH2:22][CH2:21][CH2:20][CH2:19][N:18]1[C:23]1[NH:27][C:26]2[CH:28]=[CH:29][CH:30]=[CH:31][C:25]=2[N:24]=1.